From a dataset of TCR-epitope binding with 47,182 pairs between 192 epitopes and 23,139 TCRs. Binary Classification. Given a T-cell receptor sequence (or CDR3 region) and an epitope sequence, predict whether binding occurs between them. (1) The epitope is RTLNAWVKV. The TCR CDR3 sequence is CASSSYANTDTQYF. Result: 0 (the TCR does not bind to the epitope). (2) The epitope is RLFRKSNLK. The TCR CDR3 sequence is CATSETGGDTSTDTQYF. Result: 0 (the TCR does not bind to the epitope). (3) The epitope is MMISAGFSL. The TCR CDR3 sequence is CASSQPGLPYEQYF. Result: 0 (the TCR does not bind to the epitope). (4) The epitope is FLNGSCGSV. The TCR CDR3 sequence is CASSQETPGSGVSNEQYF. Result: 1 (the TCR binds to the epitope). (5) The epitope is TPINLVRDL. The TCR CDR3 sequence is CASSLAEYGTGTYEQYF. Result: 1 (the TCR binds to the epitope). (6) The epitope is NLVPMVATV. The TCR CDR3 sequence is CSVGRAQNEQFF. Result: 1 (the TCR binds to the epitope). (7) The epitope is NLSALGIFST. The TCR CDR3 sequence is CASSFGNILPSGANVLTF. Result: 0 (the TCR does not bind to the epitope).